Dataset: NCI-60 drug combinations with 297,098 pairs across 59 cell lines. Task: Regression. Given two drug SMILES strings and cell line genomic features, predict the synergy score measuring deviation from expected non-interaction effect. (1) Synergy scores: CSS=36.4, Synergy_ZIP=-1.44, Synergy_Bliss=1.32, Synergy_Loewe=2.02, Synergy_HSA=2.50. Cell line: UACC62. Drug 2: CC1=C(C=C(C=C1)C(=O)NC2=CC(=CC(=C2)C(F)(F)F)N3C=C(N=C3)C)NC4=NC=CC(=N4)C5=CN=CC=C5. Drug 1: CC1OCC2C(O1)C(C(C(O2)OC3C4COC(=O)C4C(C5=CC6=C(C=C35)OCO6)C7=CC(=C(C(=C7)OC)O)OC)O)O. (2) Drug 1: C1CC(C1)(C(=O)O)C(=O)O.[NH2-].[NH2-].[Pt+2]. Drug 2: CC1CCC2CC(C(=CC=CC=CC(CC(C(=O)C(C(C(=CC(C(=O)CC(OC(=O)C3CCCCN3C(=O)C(=O)C1(O2)O)C(C)CC4CCC(C(C4)OC)OCCO)C)C)O)OC)C)C)C)OC. Cell line: SK-OV-3. Synergy scores: CSS=2.57, Synergy_ZIP=-0.397, Synergy_Bliss=-1.55, Synergy_Loewe=-0.229, Synergy_HSA=-1.72.